This data is from Full USPTO retrosynthesis dataset with 1.9M reactions from patents (1976-2016). The task is: Predict the reactants needed to synthesize the given product. (1) Given the product [Cl:33][C:31]1[CH:30]=[CH:29][C:28]([O:34][CH:35]([F:36])[F:37])=[C:27]([C:12]2[C:13]([NH:15][C:16]([C:18]3[CH:19]=[N:20][N:21]4[CH:26]=[CH:25][CH:24]=[N:23][C:22]=34)=[O:17])=[CH:14][N:10]([CH2:9][C:8]([N:5]3[CH2:6][CH2:7][CH:2]([NH:1][CH2:46][C:47]([O:49][CH2:50][CH3:51])=[O:48])[CH2:3][CH2:4]3)=[O:38])[N:11]=2)[CH:32]=1, predict the reactants needed to synthesize it. The reactants are: [NH2:1][CH:2]1[CH2:7][CH2:6][N:5]([C:8](=[O:38])[CH2:9][N:10]2[CH:14]=[C:13]([NH:15][C:16]([C:18]3[CH:19]=[N:20][N:21]4[CH:26]=[CH:25][CH:24]=[N:23][C:22]=34)=[O:17])[C:12]([C:27]3[CH:32]=[C:31]([Cl:33])[CH:30]=[CH:29][C:28]=3[O:34][CH:35]([F:37])[F:36])=[N:11]2)[CH2:4][CH2:3]1.C(=O)([O-])[O-].[K+].[K+].Br[CH2:46][C:47]([O:49][CH2:50][CH3:51])=[O:48].O. (2) The reactants are: Cl[C:2]1[C:11]2[C:6](=[CH:7][CH:8]=[CH:9][CH:10]=2)[NH:5]/[C:4](=[C:12]2/[C:13]([CH3:18])=[N:14][NH:15][C:16]/2=[O:17])/[CH:3]=1.[SH:19][C:20]1[CH:29]=[CH:28][CH:27]=[CH:26][C:21]=1[C:22]([O:24][CH3:25])=[O:23]. Given the product [CH3:18][C:13]1=[N:14][NH:15][C:16](=[O:17])/[C:12]/1=[C:4]1\[NH:5][C:6]2[C:11]([C:2]([S:19][C:20]3[CH:29]=[CH:28][CH:27]=[CH:26][C:21]=3[C:22]([O:24][CH3:25])=[O:23])=[CH:3]\1)=[CH:10][CH:9]=[CH:8][CH:7]=2, predict the reactants needed to synthesize it. (3) Given the product [CH2:18]([O:25][C:26]1[CH:27]=[C:28]([NH:29][C:2]2[CH:3]=[CH:4][C:5]([O:8][C:9]3[CH:14]=[CH:13][CH:12]=[C:11]([N:15]([CH3:17])[CH3:16])[CH:10]=3)=[CH:6][N:7]=2)[CH:30]=[CH:31][CH:32]=1)[C:19]1[CH:20]=[CH:21][CH:22]=[CH:23][CH:24]=1, predict the reactants needed to synthesize it. The reactants are: Cl[C:2]1[N:7]=[CH:6][C:5]([O:8][C:9]2[CH:10]=[C:11]([N:15]([CH3:17])[CH3:16])[CH:12]=[CH:13][CH:14]=2)=[CH:4][CH:3]=1.[CH2:18]([O:25][C:26]1[CH:27]=[C:28]([CH:30]=[CH:31][CH:32]=1)[NH2:29])[C:19]1[CH:24]=[CH:23][CH:22]=[CH:21][CH:20]=1.C1(P(C2C=CC=CC=2)C2C3OC4C(=CC=CC=4P(C4C=CC=CC=4)C4C=CC=CC=4)C(C)(C)C=3C=CC=2)C=CC=CC=1.C(=O)([O-])[O-].[Cs+].[Cs+]. (4) Given the product [CH2:1]([O:8][C@H:9]1[C@H:14]([O:15][CH2:16][C:17]2[CH:18]=[CH:19][CH:20]=[CH:21][CH:22]=2)[C@@H:13]([O:23][CH2:24][C:25]2[CH:26]=[CH:27][CH:28]=[CH:29][CH:30]=2)[C@:12]2([C:33]3[CH:38]=[CH:37][C:36]([Cl:39])=[C:35]([CH2:40][C:41]4[CH:46]=[CH:45][C:44]([O:47][CH2:48][CH3:49])=[C:43]([F:50])[CH:42]=4)[CH:34]=3)[O:11][C@@:10]1([CH2:51][OH:52])[CH2:32][O:31]2)[C:2]1[CH:3]=[CH:4][CH:5]=[CH:6][CH:7]=1, predict the reactants needed to synthesize it. The reactants are: [CH2:1]([O:8][C@H:9]1[C@H:14]([O:15][CH2:16][C:17]2[CH:22]=[CH:21][CH:20]=[CH:19][CH:18]=2)[C@@H:13]([O:23][CH2:24][C:25]2[CH:30]=[CH:29][CH:28]=[CH:27][CH:26]=2)[C@@:12]([C:33]2[CH:38]=[CH:37][C:36]([Cl:39])=[C:35]([CH2:40][C:41]3[CH:46]=[CH:45][C:44]([O:47][CH2:48][CH3:49])=[C:43]([F:50])[CH:42]=3)[CH:34]=2)([O:31][CH3:32])[O:11][C:10]1(CO)[CH2:51][OH:52])[C:2]1[CH:7]=[CH:6][CH:5]=[CH:4][CH:3]=1.FC(F)(F)C(O)=O. (5) Given the product [CH2:12]([O:23][C:24]1[CH:25]=[C:26]([CH:29]=[CH:30][CH:31]=1)[CH:27]=[O:28])[CH2:13][CH2:14]/[CH:15]=[CH:16]\[CH2:17][CH2:18][CH2:19][CH2:20][CH2:21][CH3:22], predict the reactants needed to synthesize it. The reactants are: C1C=C[NH+]=CC=1.[O-][Cr](Cl)(=O)=O.[CH2:12]([O:23][C:24]1[CH:25]=[C:26]([CH:29]=[CH:30][CH:31]=1)[CH2:27][OH:28])[CH2:13][CH2:14]/[CH:15]=[CH:16]\[CH2:17][CH2:18][CH2:19][CH2:20][CH2:21][CH3:22]. (6) Given the product [NH:8]1[CH2:12][CH2:11][CH:10]([O:13][C:14]2[CH:19]=[CH:18][CH:17]=[CH:16][C:15]=2[NH:20][C:21]2[C:22]3[CH:29]=[CH:28][S:27][C:23]=3[N:24]=[CH:25][N:26]=2)[CH2:9]1, predict the reactants needed to synthesize it. The reactants are: OC(C(F)(F)F)=O.[NH:8]1[CH2:12][CH2:11][CH:10]([O:13][C:14]2[CH:19]=[CH:18][CH:17]=[CH:16][C:15]=2[NH:20][C:21]2[C:22]3[CH:29]=[CH:28][S:27][C:23]=3[N:24]=[CH:25][N:26]=2)[CH2:9]1. (7) Given the product [CH2:1]([O:8][C:9]1[CH:14]=[C:13]([CH2:26][C:27]([Cl:29])=[O:28])[CH:12]=[CH:11][C:10]=1[O:19][CH3:20])[C:2]1[CH:3]=[CH:4][CH:5]=[CH:6][CH:7]=1, predict the reactants needed to synthesize it. The reactants are: [CH2:1]([O:8][C:9]1[C:10]([O:19][CH3:20])=[C:11](CC(O)=O)[CH:12]=[CH:13][CH:14]=1)[C:2]1[CH:7]=[CH:6][CH:5]=[CH:4][CH:3]=1.CN(C=O)C.[C:26](Cl)(=O)[C:27]([Cl:29])=[O:28]. (8) Given the product [CH2:1]([O:8][N:9]1[C:17]2[C:12](=[N:13][CH:14]=[C:15]([C:33]3[CH:34]=[C:29]([CH:30]=[CH:31][CH:32]=3)[C:27]([N:26]([CH3:38])[CH3:25])=[O:28])[CH:16]=2)[CH:11]=[CH:10]1)[C:2]1[CH:7]=[CH:6][CH:5]=[CH:4][CH:3]=1, predict the reactants needed to synthesize it. The reactants are: [CH2:1]([O:8][N:9]1[C:17]2[C:12](=[N:13][CH:14]=[C:15](Br)[CH:16]=2)[CH:11]=[CH:10]1)[C:2]1[CH:7]=[CH:6][CH:5]=[CH:4][CH:3]=1.C([O-])([O-])=O.[K+].[K+].[CH3:25][N:26]([CH3:38])[C:27]([C:29]1[CH:30]=[C:31](B(O)O)[CH:32]=[CH:33][CH:34]=1)=[O:28]. (9) Given the product [F:40][C:2]([F:1])([F:39])[C:3]1[CH:7]=[C:6]([C:8]([F:10])([F:9])[F:11])[N:5]([CH2:12][C:13]2[CH:18]=[CH:17][C:16]([NH:19][C:20](=[O:37])[C:21]3[C:22](=[C:32]([I:36])[CH:33]=[CH:34][CH:35]=3)[C:23]([NH:25][C:26]([CH3:31])([CH3:30])[CH2:27][S:28]([CH3:29])=[O:49])=[O:24])=[C:15]([CH3:38])[CH:14]=2)[N:4]=1, predict the reactants needed to synthesize it. The reactants are: [F:1][C:2]([F:40])([F:39])[C:3]1[CH:7]=[C:6]([C:8]([F:11])([F:10])[F:9])[N:5]([CH2:12][C:13]2[CH:18]=[CH:17][C:16]([NH:19][C:20](=[O:37])[C:21]3[C:22](=[C:32]([I:36])[CH:33]=[CH:34][CH:35]=3)[C:23]([NH:25][C:26]([CH3:31])([CH3:30])[CH2:27][S:28][CH3:29])=[O:24])=[C:15]([CH3:38])[CH:14]=2)[N:4]=1.ClC1C=CC=C(C(OO)=[O:49])C=1.